This data is from Reaction yield outcomes from USPTO patents with 853,638 reactions. The task is: Predict the reaction yield, written as a fraction of the theoretical maximum amount of product (1.0 means a 100% yield; for example, 0.34 means a 34% yield). The reactants are [ClH:1].[Br:2][C:3]1[CH:4]=[C:5]2[C:10](=[CH:11][CH:12]=1)[C:9]([CH2:13][N:14]1[C:20](=[O:21])[C@@H:19]([NH:22][C:23](=[O:36])[C@@H:24]([N:27](C)[C:28](=O)OC(C)(C)C)[CH2:25][CH3:26])[CH2:18][O:17][C:16]3[CH:37]=[CH:38][CH:39]=[CH:40][C:15]1=3)=[C:8]([O:41][CH3:42])[CH:7]=[CH:6]2. The catalyst is CCOCC.CO. The product is [ClH:1].[Br:2][C:3]1[CH:4]=[C:5]2[C:10](=[CH:11][CH:12]=1)[C:9]([CH2:13][N:14]1[C:20](=[O:21])[C@@H:19]([NH:22][C:23](=[O:36])[C@@H:24]([NH:27][CH3:28])[CH2:25][CH3:26])[CH2:18][O:17][C:16]3[CH:37]=[CH:38][CH:39]=[CH:40][C:15]1=3)=[C:8]([O:41][CH3:42])[CH:7]=[CH:6]2. The yield is 0.950.